From a dataset of Full USPTO retrosynthesis dataset with 1.9M reactions from patents (1976-2016). Predict the reactants needed to synthesize the given product. (1) Given the product [CH3:20][N:21]1[C:10]([C:7]2[CH:8]=[CH:9][C:4]([N+:1]([O-:3])=[O:2])=[CH:5][CH:6]=2)=[CH:11][C:12]([C:13]([O:15][CH2:16][CH3:17])=[O:14])=[N:22]1, predict the reactants needed to synthesize it. The reactants are: [N+:1]([C:4]1[CH:9]=[CH:8][C:7]([C:10](=O)[CH2:11][C:12](=O)[C:13]([O:15][CH2:16][CH3:17])=[O:14])=[CH:6][CH:5]=1)([O-:3])=[O:2].[CH3:20][NH:21][NH2:22]. (2) Given the product [CH3:1][O:2][C:3](=[O:22])[CH:4]([C:11]1[CH:16]=[CH:15][C:14]([S:17]([CH3:20])(=[O:19])=[O:18])=[C:13]([C:24]#[N:25])[CH:12]=1)[CH2:5][CH:6]1[CH2:10][CH2:9][CH2:8][CH2:7]1, predict the reactants needed to synthesize it. The reactants are: [CH3:1][O:2][C:3](=[O:22])[CH:4]([C:11]1[CH:16]=[CH:15][C:14]([S:17]([CH3:20])(=[O:19])=[O:18])=[C:13](Br)[CH:12]=1)[CH2:5][CH:6]1[CH2:10][CH2:9][CH2:8][CH2:7]1.[Cu][C:24]#[N:25].